Dataset: Full USPTO retrosynthesis dataset with 1.9M reactions from patents (1976-2016). Task: Predict the reactants needed to synthesize the given product. (1) The reactants are: N#N.C[O:4][C:5]([C:7]1[N:8]=[CH:9][O:10][C:11]=1[C:12]1[CH:17]=[CH:16][CH:15]=[C:14]([CH2:18][CH2:19][O:20][Si:21]([C:24]([CH3:27])([CH3:26])[CH3:25])([CH3:23])[CH3:22])[CH:13]=1)=[O:6].[Li+].[OH-]. Given the product [C:24]([Si:21]([CH3:23])([CH3:22])[O:20][CH2:19][CH2:18][C:14]1[CH:13]=[C:12]([C:11]2[O:10][CH:9]=[N:8][C:7]=2[C:5]([OH:6])=[O:4])[CH:17]=[CH:16][CH:15]=1)([CH3:26])([CH3:25])[CH3:27], predict the reactants needed to synthesize it. (2) Given the product [C:30]([NH:33][C:2]1[CH:7]=[C:6]([O:8][C:9]2[CH:10]=[CH:11][C:12]([NH:15][C:16]([N:18]3[CH2:22][CH2:21][N:20]([CH:23]4[CH2:24][CH2:25][O:26][CH2:27][CH2:28]4)[C:19]3=[O:29])=[O:17])=[N:13][CH:14]=2)[CH:5]=[CH:4][N:3]=1)(=[O:32])[CH3:31], predict the reactants needed to synthesize it. The reactants are: Cl[C:2]1[CH:7]=[C:6]([O:8][C:9]2[CH:10]=[CH:11][C:12]([NH:15][C:16]([N:18]3[CH2:22][CH2:21][N:20]([CH:23]4[CH2:28][CH2:27][O:26][CH2:25][CH2:24]4)[C:19]3=[O:29])=[O:17])=[N:13][CH:14]=2)[CH:5]=[CH:4][N:3]=1.[C:30]([NH2:33])(=[O:32])[CH3:31].C([O-])([O-])=O.[Cs+].[Cs+].CC1(C)C2C(=C(P(C3C=CC=CC=3)C3C=CC=CC=3)C=CC=2)OC2C(P(C3C=CC=CC=3)C3C=CC=CC=3)=CC=CC1=2. (3) Given the product [C:18]([C:13]1[CH:14]=[C:15]2[C:10](=[C:11]([F:22])[CH:12]=1)[C:9](=[O:23])[N:8]([C:4]1[CH:5]=[CH:6][CH:7]=[C:2]([C:32]3[CH:31]=[CH:30][N:29]=[C:28]([O:27][CH3:26])[CH:33]=3)[C:3]=1[CH2:24][OH:25])[N:17]=[CH:16]2)([CH3:21])([CH3:20])[CH3:19], predict the reactants needed to synthesize it. The reactants are: Br[C:2]1[C:3]([CH2:24][OH:25])=[C:4]([N:8]2[N:17]=[CH:16][C:15]3[C:10](=[C:11]([F:22])[CH:12]=[C:13]([C:18]([CH3:21])([CH3:20])[CH3:19])[CH:14]=3)[C:9]2=[O:23])[CH:5]=[CH:6][CH:7]=1.[CH3:26][O:27][C:28]1[CH:33]=[C:32](B(O)O)[CH:31]=[CH:30][N:29]=1.C([O-])([O-])=O.[K+].[K+]. (4) The reactants are: CCN(C(C)C)C(C)C.ClC1C=CC=CC=1C(NC(=O)N[C:18]1[S:19][C:20]2[CH:26]=[C:25](S(CCN(CCO)C)(=O)=O)[CH:24]=[CH:23][C:21]=2[N:22]=1)=O.[Cl:42]C(OC(C)C)=O.[NH3:49].[CH2:50]1C[O:53][CH2:52][CH2:51]1. Given the product [Cl:42][C:23]1[CH:24]=[CH:25][C:26]([C:20]2[S:19][CH:18]=[N:22][CH:21]=2)=[CH:50][C:51]=1[C:52]([NH2:49])=[O:53], predict the reactants needed to synthesize it. (5) Given the product [Cl:14][C:15]1[CH:20]=[CH:19][C:18]([O:21][C:22]2[CH:23]=[CH:24][C:25]([CH2:28][S:13][C:4]3[NH:5][CH:6]=[C:7]([C:8]([O:10][CH2:11][CH3:12])=[O:9])[C:2](=[O:1])[N:3]=3)=[CH:26][CH:27]=2)=[CH:17][C:16]=1[C:30]([F:31])([F:32])[F:33], predict the reactants needed to synthesize it. The reactants are: [O:1]=[C:2]1[C:7]([C:8]([O:10][CH2:11][CH3:12])=[O:9])=[CH:6][NH:5][C:4](=[S:13])[NH:3]1.[Cl:14][C:15]1[CH:20]=[CH:19][C:18]([O:21][C:22]2[CH:27]=[CH:26][C:25]([CH2:28]Cl)=[CH:24][CH:23]=2)=[CH:17][C:16]=1[C:30]([F:33])([F:32])[F:31].C([O-])([O-])=O.[K+].[K+].O. (6) Given the product [ClH:53].[ClH:53].[CH2:19]([N:21]1[CH2:26][CH2:25][N:24]([C:27]2[N:28]=[C:29]([C:36]3[CH:41]=[CH:40][C:39]([O:42][CH2:43][CH2:44][CH2:45][OH:46])=[CH:38][CH:37]=3)[CH:30]=[C:31]3[CH:35]=[CH:34][S:33][C:32]=23)[CH2:23][CH2:22]1)[CH3:20], predict the reactants needed to synthesize it. The reactants are: C(N1CCN(C2N=C(Br)C=C3C=CSC=23)CC1)C.[CH2:19]([N:21]1[CH2:26][CH2:25][N:24]([C:27]2[N:28]=[C:29]([C:36]3[CH:41]=[CH:40][C:39]([O:42][CH2:43][CH2:44][CH2:45][O:46]C4CCCCO4)=[CH:38][CH:37]=3)[CH:30]=[C:31]3[CH:35]=[CH:34][S:33][C:32]=23)[CH2:23][CH2:22]1)[CH3:20].[ClH:53].